Dataset: Reaction yield outcomes from USPTO patents with 853,638 reactions. Task: Predict the reaction yield, written as a fraction of the theoretical maximum amount of product (1.0 means a 100% yield; for example, 0.34 means a 34% yield). (1) The reactants are C1C(=O)N([Br:8])C(=O)C1.[CH:9]([Si:12]([CH:21]([CH3:23])[CH3:22])([CH:18]([CH3:20])[CH3:19])[N:13]1[CH:17]=[CH:16][CH:15]=[CH:14]1)([CH3:11])[CH3:10].N1C=CC=CC=1.CCCCCC. The catalyst is C1COCC1. The product is [Br:8][C:15]1[CH:16]=[CH:17][N:13]([Si:12]([CH:9]([CH3:11])[CH3:10])([CH:18]([CH3:20])[CH3:19])[CH:21]([CH3:23])[CH3:22])[CH:14]=1. The yield is 0.901. (2) The reactants are [CH2:1]([O:3][C:4](=[O:25])[N:5]([C:14]1[CH:19]=[C:18]([Cl:20])[N:17]=[C:16](Cl)[C:15]=1[N+:22]([O-:24])=[O:23])[CH2:6][C:7]1[CH:8]=[N:9][C:10]([CH3:13])=[CH:11][CH:12]=1)[CH3:2].[OH-].[NH4+:27]. No catalyst specified. The product is [CH2:1]([O:3][C:4](=[O:25])[N:5]([C:14]1[CH:19]=[C:18]([Cl:20])[N:17]=[C:16]([NH2:27])[C:15]=1[N+:22]([O-:24])=[O:23])[CH2:6][C:7]1[CH:8]=[N:9][C:10]([CH3:13])=[CH:11][CH:12]=1)[CH3:2]. The yield is 0.750. (3) The reactants are C([O:4][C:5]1[CH:19]=[CH:18][C:8]([CH2:9][O:10][CH2:11][CH2:12][N:13]2[CH:17]=[CH:16][N:15]=[N:14]2)=[CH:7][CH:6]=1)C=C.CN1C(=O)CC(=O)N(C)C1=O. The catalyst is ClCCl.C1C=CC([P]([Pd]([P](C2C=CC=CC=2)(C2C=CC=CC=2)C2C=CC=CC=2)([P](C2C=CC=CC=2)(C2C=CC=CC=2)C2C=CC=CC=2)[P](C2C=CC=CC=2)(C2C=CC=CC=2)C2C=CC=CC=2)(C2C=CC=CC=2)C2C=CC=CC=2)=CC=1. The product is [N:13]1([CH2:12][CH2:11][O:10][CH2:9][C:8]2[CH:7]=[CH:6][C:5]([OH:4])=[CH:19][CH:18]=2)[CH:17]=[CH:16][N:15]=[N:14]1. The yield is 0.590. (4) The reactants are [CH3:1][O:2][C:3]1[CH:4]=[C:5]2[C:9](=[CH:10][C:11]=1[N+:12]([O-:14])=[O:13])[NH:8][CH2:7][CH2:6]2.Br[CH2:16][C:17](Cl)=[O:18].C([O-])([O-])=O.[K+].[K+].[NH:26]([CH2:29][CH3:30])[CH2:27][CH3:28]. The catalyst is C1COCC1.CCOC(C)=O. The product is [CH2:27]([N:26]([CH2:29][CH3:30])[CH2:16][C:17]([N:8]1[C:9]2[C:5](=[CH:4][C:3]([O:2][CH3:1])=[C:11]([N+:12]([O-:14])=[O:13])[CH:10]=2)[CH2:6][CH2:7]1)=[O:18])[CH3:28]. The yield is 1.00. (5) The product is [F:22][C:19]1[CH:20]=[CH:21][C:16]([C:10]2[C:9]3[C:13](=[CH:14][CH:15]=[C:7]([C:5]4[NH:25][C:30]([CH:31]([CH3:33])[CH3:32])=[N:35][N:6]=4)[CH:8]=3)[NH:12][N:11]=2)=[CH:17][CH:18]=1. The yield is 0.450. The reactants are Cl.C(O[C:5]([C:7]1[CH:8]=[C:9]2[C:13](=[CH:14][CH:15]=1)[NH:12][N:11]=[C:10]2[C:16]1[CH:21]=[CH:20][C:19]([F:22])=[CH:18][CH:17]=1)=[NH:6])C.C([N:25](CC)CC)C.[C:30]([NH:35]N)(=O)[CH:31]([CH3:33])[CH3:32]. The catalyst is C(O)C. (6) The reactants are [Br:1][C:2]1[CH:6]=[C:5]([NH2:7])[NH:4][N:3]=1.[C:8]([CH:11]([CH2:16][C:17]([O:19][CH3:20])=[O:18])[C:12](OC)=[O:13])(=O)[CH3:9]. The catalyst is C1(C)C(C)=CC=CC=1.O.C1(C)C=CC(S(O)(=O)=O)=CC=1. The product is [Br:1][C:2]1[CH:6]=[C:5]2[N:7]=[C:8]([CH3:9])[C:11]([CH2:16][C:17]([O:19][CH3:20])=[O:18])=[C:12]([OH:13])[N:4]2[N:3]=1. The yield is 0.542.